Dataset: Full USPTO retrosynthesis dataset with 1.9M reactions from patents (1976-2016). Task: Predict the reactants needed to synthesize the given product. (1) Given the product [ClH:1].[Cl:1][C:2]1[CH:3]=[C:4]([C:8]2[C:13]([O:14][CH3:15])=[CH:12][CH:11]=[C:10]([CH2:16][C:17]3[CH:18]=[CH:19][C:20]([N:23]4[CH2:26][CH2:25][C@@H:24]4[C:27]([NH2:29])=[O:28])=[N:21][CH:22]=3)[C:9]=2[F:30])[CH:5]=[CH:6][CH:7]=1, predict the reactants needed to synthesize it. The reactants are: [Cl:1][C:2]1[CH:3]=[C:4]([C:8]2[C:13]([O:14][CH3:15])=[CH:12][CH:11]=[C:10]([CH2:16][C:17]3[CH:18]=[CH:19][C:20]([N:23]4[CH2:26][CH2:25][C@@H:24]4[C:27]([NH2:29])=[O:28])=[N:21][CH:22]=3)[C:9]=2[F:30])[CH:5]=[CH:6][CH:7]=1.Cl. (2) Given the product [CH2:15]([O:22][C:23](=[O:79])[N:24]([CH2:72][C:73]1[CH:78]=[CH:77][CH:76]=[CH:75][CH:74]=1)[CH2:25][CH2:26][CH2:27][CH2:28][CH2:29][O:30][C@H:31]1[C@H:36]([O:37][CH2:38][C:39]2[CH:44]=[CH:43][CH:42]=[CH:41][CH:40]=2)[C@@H:35]([OH:45])[C@@H:34]([O:55][CH2:56][C:57]2[CH:58]=[CH:59][CH:60]=[CH:61][CH:62]=2)[C@@H:33]([CH2:63][O:64][CH2:65][C:66]2[CH:71]=[CH:70][CH:69]=[CH:68][CH:67]=2)[O:32]1)[C:16]1[CH:21]=[CH:20][CH:19]=[CH:18][CH:17]=1, predict the reactants needed to synthesize it. The reactants are: C(C1C(=O)C(Cl)=C(Cl)C(=O)C=1C#N)#N.[CH2:15]([O:22][C:23](=[O:79])[N:24]([CH2:72][C:73]1[CH:78]=[CH:77][CH:76]=[CH:75][CH:74]=1)[CH2:25][CH2:26][CH2:27][CH2:28][CH2:29][O:30][C@H:31]1[C@H:36]([O:37][CH2:38][C:39]2[CH:44]=[CH:43][CH:42]=[CH:41][CH:40]=2)[C@@H:35]([O:45]CC2C=CC(OC)=CC=2)[C@@H:34]([O:55][CH2:56][C:57]2[CH:62]=[CH:61][CH:60]=[CH:59][CH:58]=2)[C@@H:33]([CH2:63][O:64][CH2:65][C:66]2[CH:71]=[CH:70][CH:69]=[CH:68][CH:67]=2)[O:32]1)[C:16]1[CH:21]=[CH:20][CH:19]=[CH:18][CH:17]=1. (3) Given the product [S:23]1[C:24]2[CH:30]=[CH:29][CH:28]=[CH:27][C:25]=2[N:26]=[C:22]1[NH:21][C:13](=[O:15])/[C:12](/[C:4]1[CH:5]=[CH:6][C:7]([S:8]([CH3:11])(=[O:9])=[O:10])=[C:2]([Cl:1])[CH:3]=1)=[N:16]/[O:17][CH:18]([CH3:20])[CH3:19], predict the reactants needed to synthesize it. The reactants are: [Cl:1][C:2]1[CH:3]=[C:4](/[C:12](=[N:16]\[O:17][CH:18]([CH3:20])[CH3:19])/[C:13]([OH:15])=O)[CH:5]=[CH:6][C:7]=1[S:8]([CH3:11])(=[O:10])=[O:9].[NH2:21][C:22]1[S:23][C:24]2[CH:30]=[CH:29][CH:28]=[CH:27][C:25]=2[N:26]=1.C(N(CC)C(C)C)(C)C. (4) Given the product [CH2:19]([O:18][C:16]([N:14]1[CH:13]([C:26]([OH:28])=[O:27])[CH2:12][C:11]2([CH2:29][CH2:30][NH:8][CH2:9][CH2:10]2)[CH2:15]1)=[O:17])[C:20]1[CH:21]=[CH:22][CH:23]=[CH:24][CH:25]=1, predict the reactants needed to synthesize it. The reactants are: NC1N=C([N:8]2[CH2:30][CH2:29][C:11]3([CH2:15][N:14]([C:16]([O:18][CH2:19][C:20]4[CH:25]=[CH:24][CH:23]=[CH:22][CH:21]=4)=[O:17])[C@H:13]([C:26]([OH:28])=[O:27])[CH2:12]3)[CH2:10][CH2:9]2)C=C(O[C@H](C2C=CC(Br)=CC=2)C(F)(F)F)N=1.C([O-])([O-])=O.[Na+].[Na+].COC1C=C(B(O)O)C=CC=1. (5) The reactants are: Br[C:2]1[CH:7]=[CH:6][C:5]([C:8]2[C:12]3[CH2:13][C:14]4[S:15][CH:16]=[CH:17][C:18]=4[C:11]=3[N:10]([CH2:19][O:20][CH2:21][CH2:22][Si:23]([CH3:26])([CH3:25])[CH3:24])[N:9]=2)=[CH:4][CH:3]=1.[NH2:27][C:28]1[CH:29]=[C:30]([OH:34])[CH:31]=[CH:32][CH:33]=1.C([O-])([O-])=O.[Cs+].[Cs+].CC1(C)C2C(=C(P(C3C=CC=CC=3)C3C=CC=CC=3)C=CC=2)OC2C(P(C3C=CC=CC=3)C3C=CC=CC=3)=CC=CC1=2. Given the product [CH3:24][Si:23]([CH3:26])([CH3:25])[CH2:22][CH2:21][O:20][CH2:19][N:10]1[C:11]2[C:18]3[CH:17]=[CH:16][S:15][C:14]=3[CH2:13][C:12]=2[C:8]([C:5]2[CH:6]=[CH:7][C:2]([NH:27][C:28]3[CH:29]=[C:30]([OH:34])[CH:31]=[CH:32][CH:33]=3)=[CH:3][CH:4]=2)=[N:9]1, predict the reactants needed to synthesize it. (6) Given the product [C:1]([OH:5])(=[O:4])[CH:2]=[CH2:3].[NH2:11][C:1]([O:5][CH2:6][CH3:7])=[O:4].[O:9]=[C:10]=[N:11][CH:12]1[CH2:21][C:20]([CH3:23])([CH3:22])[CH2:19][C:14]([CH3:24])([CH2:15][N:16]=[C:17]=[O:18])[CH2:13]1.[C:1]([O:5][CH2:6][CH2:7][OH:8])(=[O:4])[CH:2]=[CH2:3], predict the reactants needed to synthesize it. The reactants are: [C:1]([O:5][CH2:6][CH2:7][OH:8])(=[O:4])[CH:2]=[CH2:3].[O:9]=[C:10]=[N:11][CH:12]1[CH2:21][C:20]([CH3:23])([CH3:22])[CH2:19][C:14]([CH3:24])([CH2:15][N:16]=[C:17]=[O:18])[CH2:13]1.COC1C=CC(O)=CC=1.C([O-])(=O)CCCCCCCCCCC.C([O-])(=O)CCCCCCCCCCC.C([Sn+2]CCCC)CCC.